From a dataset of Full USPTO retrosynthesis dataset with 1.9M reactions from patents (1976-2016). Predict the reactants needed to synthesize the given product. (1) Given the product [C:37]([NH:1][C:2]1[S:3][C:4]2[C:10]([N+:11]([O-:13])=[O:12])=[C:9]([O:14][C:15]3[CH:16]=[CH:17][C:18]([F:36])=[C:19]([NH:21][C:22](=[O:35])[C:23]4[CH:28]=[CH:27][CH:26]=[C:25]([C:29]([C:32]#[N:33])([CH3:31])[CH3:30])[C:24]=4[Cl:34])[CH:20]=3)[CH:8]=[CH:7][C:5]=2[N:6]=1)(=[O:39])[CH3:38], predict the reactants needed to synthesize it. The reactants are: [NH2:1][C:2]1[S:3][C:4]2[C:10]([N+:11]([O-:13])=[O:12])=[C:9]([O:14][C:15]3[CH:16]=[CH:17][C:18]([F:36])=[C:19]([NH:21][C:22](=[O:35])[C:23]4[CH:28]=[CH:27][CH:26]=[C:25]([C:29]([C:32]#[N:33])([CH3:31])[CH3:30])[C:24]=4[Cl:34])[CH:20]=3)[CH:8]=[CH:7][C:5]=2[N:6]=1.[C:37](Cl)(=[O:39])[CH3:38]. (2) Given the product [C:1]1([CH:30]2[C:35](=[O:36])[CH2:34][CH2:33][O:32][CH2:31]2)[CH:6]=[CH:5][CH:4]=[CH:3][CH:2]=1, predict the reactants needed to synthesize it. The reactants are: [C:1]1(B(O)O)[CH:6]=[CH:5][CH:4]=[CH:3][CH:2]=1.Cl.N[C@@H]1CCCC[C@H]1O.C[Si]([N-][Si](C)(C)C)(C)C.[Na+].I[CH:30]1[C:35](OC)([O:36]C)[CH2:34][CH2:33][O:32][CH2:31]1. (3) Given the product [F:2][C:3]1[CH:8]=[CH:7][C:6]([N:9]([C:21]2[CH:22]=[CH:23][C:18]([C:15]3[CH:16]=[CH:17][CH:12]=[CH:13][CH:14]=3)=[CH:19][CH:20]=2)[NH2:10])=[CH:5][CH:4]=1, predict the reactants needed to synthesize it. The reactants are: Cl.[F:2][C:3]1[CH:8]=[CH:7][C:6]([NH:9][NH2:10])=[CH:5][CH:4]=1.Br[C:12]1[CH:17]=[CH:16][C:15]([C:18]2[CH:23]=[CH:22][CH:21]=[CH:20][CH:19]=2)=[CH:14][CH:13]=1.CC([O-])(C)C.[Na+].C(NC(C)C)(C)C. (4) Given the product [F:13][CH:2]([F:1])[C:3]1[NH:8][C:7](=[O:9])[C:6]([C:10]([NH:29][CH:26]([CH3:28])[CH3:27])=[O:12])=[CH:5][CH:4]=1, predict the reactants needed to synthesize it. The reactants are: [F:1][CH:2]([F:13])[C:3]1[NH:8][C:7](=[O:9])[C:6]([C:10]([OH:12])=O)=[CH:5][CH:4]=1.C1N=CN(C(N2C=NC=C2)=O)C=1.[CH:26]([NH2:29])([CH3:28])[CH3:27]. (5) Given the product [CH3:26][O:25][C:22]1[CH:23]=[C:24]2[C:19](=[CH:20][C:21]=1[O:27][CH3:28])[N:18]=[CH:17][N:16]=[C:15]2[N:11]1[CH2:10][CH:9]([CH2:8][NH2:7])[CH2:12]1, predict the reactants needed to synthesize it. The reactants are: C(OC(=O)[NH:7][CH2:8][CH:9]1[CH2:12][NH:11][CH2:10]1)(C)(C)C.Cl[C:15]1[C:24]2[C:19](=[CH:20][C:21]([O:27][CH3:28])=[C:22]([O:25][CH3:26])[CH:23]=2)[N:18]=[CH:17][N:16]=1.C(O)(C(F)(F)F)=O.C(Cl)Cl. (6) Given the product [F:19][C:20]1[CH:21]=[CH:22][C:23]([CH2:24][N:25]2[CH2:29][CH2:28][N:27]([C:30]3[CH:31]=[C:32]([CH:36]=[CH:37][N:38]=3)[C:33]([NH:16][CH2:15][C:13]3[N:14]=[C:10]([C:9]([F:8])([F:17])[F:18])[S:11][CH:12]=3)=[O:34])[C:26]2=[O:39])=[CH:40][CH:41]=1, predict the reactants needed to synthesize it. The reactants are: O1C=C(CN)N=C1.[F:8][C:9]([F:18])([F:17])[C:10]1[S:11][CH:12]=[C:13]([CH2:15][NH2:16])[N:14]=1.[F:19][C:20]1[CH:41]=[CH:40][C:23]([CH2:24][N:25]2[CH2:29][CH2:28][N:27]([C:30]3[CH:31]=[C:32]([CH:36]=[CH:37][N:38]=3)[C:33](O)=[O:34])[C:26]2=[O:39])=[CH:22][CH:21]=1. (7) Given the product [C:21]([CH2:23][C:24]([NH:1][C:2]1[CH:3]=[CH:4][C:5]([CH2:8][CH2:9][CH2:10][C:11]2[CH:12]=[CH:13][C:14]([C:15]([O:17][CH3:18])=[O:16])=[CH:19][CH:20]=2)=[CH:6][CH:7]=1)=[O:25])#[N:22], predict the reactants needed to synthesize it. The reactants are: [NH2:1][C:2]1[CH:7]=[CH:6][C:5]([CH2:8][CH2:9][CH2:10][C:11]2[CH:20]=[CH:19][C:14]([C:15]([O:17][CH3:18])=[O:16])=[CH:13][CH:12]=2)=[CH:4][CH:3]=1.[C:21]([CH2:23][C:24](O)=[O:25])#[N:22].CN(C=O)C.CCN=C=NCCCN(C)C.Cl. (8) Given the product [ClH:1].[NH2:26][C@@H:18]([CH2:19][C:20]1[CH:25]=[CH:24][CH:23]=[CH:22][CH:21]=1)[CH:17]([C:9]1[S:8][C:12]2[CH:13]=[CH:14][CH:15]=[CH:16][C:11]=2[N:10]=1)[OH:34], predict the reactants needed to synthesize it. The reactants are: [ClH:1].O1CCOCC1.[S:8]1[C:12]2[CH:13]=[CH:14][CH:15]=[CH:16][C:11]=2[N:10]=[C:9]1[CH:17]([OH:34])[C@@H:18]([NH:26]C(OC(C)(C)C)=O)[CH2:19][C:20]1[CH:25]=[CH:24][CH:23]=[CH:22][CH:21]=1. (9) The reactants are: [CH3:1][O:2][C:3]([C:5]1[CH:27]=[C:8]2[NH:9][C:10]([C:20]3[CH:25]=[CH:24][C:23](Br)=[CH:22][CH:21]=3)=[C:11]([CH:14]3[CH2:19][CH2:18][CH2:17][CH2:16][CH2:15]3)[C:12](=[O:13])[N:7]2[N:6]=1)=[O:4].B1([CH2:37][C:38]2[CH:43]=[CH:42][CH:41]=[CH:40][CH:39]=2)C2CCCC1CCC2.P([O-])([O-])([O-])=O.[K+].[K+].[K+].O1CCOCC1. Given the product [CH3:1][O:2][C:3]([C:5]1[CH:27]=[C:8]2[NH:9][C:10]([C:20]3[CH:25]=[CH:24][C:23]([CH2:37][C:38]4[CH:43]=[CH:42][CH:41]=[CH:40][CH:39]=4)=[CH:22][CH:21]=3)=[C:11]([CH:14]3[CH2:19][CH2:18][CH2:17][CH2:16][CH2:15]3)[C:12](=[O:13])[N:7]2[N:6]=1)=[O:4], predict the reactants needed to synthesize it.